Dataset: Reaction yield outcomes from USPTO patents with 853,638 reactions. Task: Predict the reaction yield, written as a fraction of the theoretical maximum amount of product (1.0 means a 100% yield; for example, 0.34 means a 34% yield). (1) The reactants are [OH:1][C@@H:2]1[CH2:20][CH2:19][C@@:18]2([CH3:21])[C@H:4]([CH2:5][CH2:6][C@@H:7]3[C:17]2=[CH:16][CH2:15][C@@:14]2([CH3:22])[C@H:8]3[CH2:9][CH2:10]/[C:11]/2=[CH:12]/[CH3:13])[CH2:3]1.C(N(CC)CC)C.[C:30](OC(=O)C)(=[O:32])[CH3:31]. The catalyst is C(Cl)Cl.CN(C1C=CN=CC=1)C. The product is [C:30]([O:1][C@@H:2]1[CH2:20][CH2:19][C@@:18]2([CH3:21])[C@H:4]([CH2:5][CH2:6][C@@H:7]3[C:17]2=[CH:16][CH2:15][C@@:14]2([CH3:22])[C@H:8]3[CH2:9][CH2:10]/[C:11]/2=[CH:12]/[CH3:13])[CH2:3]1)(=[O:32])[CH3:31]. The yield is 0.950. (2) The reactants are [C:1]([O:9][C@@H:10]1[C@H:15]2[NH:16][C:17](=[O:19])[O:18][C@H:14]2[CH2:13][C@H:12]([CH:20]=[O:21])[C@H:11]1[O:22][C:23](=[O:30])[C:24]1[CH:29]=[CH:28][CH:27]=[CH:26][CH:25]=1)(=[O:8])[C:2]1[CH:7]=[CH:6][CH:5]=[CH:4][CH:3]=1.[C:31](Cl)(=[O:33])[CH3:32].CCN(C(C)C)C(C)C. The catalyst is C(Cl)Cl. The product is [C:1]([O:9][C@@H:10]1[C@H:15]2[N:16]([C:31](=[O:33])[CH3:32])[C:17](=[O:19])[O:18][C@H:14]2[CH2:13][C@H:12]([CH:20]=[O:21])[C@H:11]1[O:22][C:23](=[O:30])[C:24]1[CH:25]=[CH:26][CH:27]=[CH:28][CH:29]=1)(=[O:8])[C:2]1[CH:7]=[CH:6][CH:5]=[CH:4][CH:3]=1. The yield is 0.960. (3) The reactants are C([O:3][C:4]([C:6]1[N:11]=[C:10]2[N:12]([CH:15]([C:17]3[C:18]([F:28])=[C:19]4[C:24](=[CH:25][C:26]=3[F:27])[N:23]=[CH:22][CH:21]=[CH:20]4)[CH3:16])[N:13]=[N:14][C:9]2=[N:8][CH:7]=1)=[CH2:5])C.Cl. The catalyst is CO. The product is [F:28][C:18]1[C:17]([CH:15]([N:12]2[C:10]3=[N:11][C:6]([C:4](=[O:3])[CH3:5])=[CH:7][N:8]=[C:9]3[N:14]=[N:13]2)[CH3:16])=[C:26]([F:27])[CH:25]=[C:24]2[C:19]=1[CH:20]=[CH:21][CH:22]=[N:23]2. The yield is 0.960. (4) The reactants are [F:1][C:2]1[CH:7]=[C:6]([S:8]([CH3:11])(=[O:10])=[O:9])[CH:5]=[CH:4][C:3]=1[OH:12].Cl[C:14]1[N:19]=[CH:18][N:17]=[C:16]2[N:20]([C@H:23]3[CH2:28][CH2:27][C@H:26]([C:29]4[O:33][N:32]=[C:31]([CH:34]([CH3:36])[CH3:35])[N:30]=4)[CH2:25][CH2:24]3)[N:21]=[CH:22][C:15]=12.C(=O)([O-])[O-].[K+].[K+]. The catalyst is CN(C=O)C. The product is [F:1][C:2]1[CH:7]=[C:6]([S:8]([CH3:11])(=[O:9])=[O:10])[CH:5]=[CH:4][C:3]=1[O:12][C:14]1[N:19]=[CH:18][N:17]=[C:16]2[N:20]([C@H:23]3[CH2:28][CH2:27][C@H:26]([C:29]4[O:33][N:32]=[C:31]([CH:34]([CH3:36])[CH3:35])[N:30]=4)[CH2:25][CH2:24]3)[N:21]=[CH:22][C:15]=12. The yield is 0.620. (5) The reactants are [CH2:1]([N:3]([CH2:6][C:7]1[CH:14]=[CH:13][C:10]([CH:11]=O)=[CH:9][CH:8]=1)[CH2:4][CH3:5])[CH3:2].S([O-])([O-])(=O)=O.[Mg+2].[NH2:21][C:22]1[CH:30]=[CH:29][CH:28]=[C:27]2[C:23]=1[CH2:24][O:25][C:26]2=[O:31]. The catalyst is C(#N)C. The product is [CH2:1]([N:3]([CH2:6][C:7]1[CH:14]=[CH:13][C:10](/[CH:11]=[N:21]/[C:22]2[CH:30]=[CH:29][CH:28]=[C:27]3[C:23]=2[CH2:24][O:25][C:26]3=[O:31])=[CH:9][CH:8]=1)[CH2:4][CH3:5])[CH3:2]. The yield is 0.320. (6) The reactants are [CH3:1][O:2][C:3](=[O:9])[C@H:4]([CH:6]([CH3:8])[CH3:7])[NH2:5].CN1CCOCC1.CCN=C=NCCCN(C)C.Cl.[C:29](O)(=[O:36])[C:30]1[CH:35]=[CH:34][CH:33]=[N:32][CH:31]=1. The catalyst is C(Cl)Cl.C(OCC)(=O)C. The product is [CH3:1][O:2][C:3](=[O:9])[C:4]([NH2:5])([C:29]([C:30]1[CH:31]=[N:32][CH:33]=[CH:34][CH:35]=1)=[O:36])[CH:6]([CH3:8])[CH3:7]. The yield is 0.380. (7) The yield is 0.700. The product is [OH2:21].[CH3:54][O:53][C:50](=[O:52])[CH2:22][O:21][C:12]1[CH:13]=[C:14]2[CH:20]=[CH:19][CH:18]=[CH:17][C:15]2=[C:16]2[C:11]=1[C:10]([C:25](=[O:27])[C:28]([NH2:29])=[O:58])=[C:9]([CH2:23][CH3:24])[N:8]2[CH2:1][C:2]1[CH:3]=[CH:4][CH:5]=[CH:6][CH:7]=1.[NH2:29][C:28](=[O:58])[C:25]([C:10]1[C:11]2[C:16](=[C:15]3[CH:17]=[CH:18][CH:19]=[CH:20][C:14]3=[CH:13][C:12]=2[O:21][CH2:22][C:50]([O:53][CH3:54])=[O:52])[N:8]([CH2:1][C:2]2[CH:3]=[CH:4][CH:5]=[CH:6][CH:7]=2)[C:9]=1[CH2:23][CH3:24])=[O:27]. The reactants are [CH2:1]([N:8]1[C:16]2[C:11](=[C:12]([O:21][CH3:22])[CH:13]=[C:14]3[CH:20]=[CH:19][CH:18]=[CH:17][C:15]3=2)[CH:10]=[C:9]1[CH2:23][CH3:24])[C:2]1[CH:7]=[CH:6][CH:5]=[CH:4][CH:3]=1.[C:25]([C:28]1[N:29](CC2C=CC=CC=2)C2C(C=1)=C(OC)C=C1C=CC=CC=21)(=[O:27])C.[C:50]([O:53][CH2:54]C)(=[O:52])C.C([OH:58])C. The catalyst is [Pd].C(Cl)(Cl)Cl. (8) The reactants are [CH3:1][O:2][C:3]1[CH:8]=[CH:7][C:6]([CH:9]=[C:10]([C:14]2[CH:19]=[CH:18][CH:17]=[CH:16][CH:15]=2)[C:11]([OH:13])=[O:12])=[CH:5][CH:4]=1. The catalyst is [Pd].C(OCC)(=O)C. The product is [CH3:1][O:2][C:3]1[CH:4]=[CH:5][C:6]([CH2:9][CH:10]([C:14]2[CH:19]=[CH:18][CH:17]=[CH:16][CH:15]=2)[C:11]([OH:13])=[O:12])=[CH:7][CH:8]=1. The yield is 1.00.